Predict the reaction yield, written as a fraction of the theoretical maximum amount of product (1.0 means a 100% yield; for example, 0.34 means a 34% yield). From a dataset of Reaction yield outcomes from USPTO patents with 853,638 reactions. (1) The reactants are [Cl:1][C:2]1[CH:7]=[CH:6][C:5]([OH:8])=[CH:4][CH:3]=1.F[C:10]1[CH:15]=[CH:14][CH:13]=[CH:12][C:11]=1[N+:16]([O-:18])=[O:17].[Cl:19][C:20]1[CH:33]=[CH:32][C:23]([O:24][C:25]2[CH:31]=[CH:30][CH:29]=[CH:28][C:26]=2[NH2:27])=[CH:22][CH:21]=1.[NH2:34][C:35]1[S:36][CH:37]=[CH:38][N:39]=1. No catalyst specified. The product is [Cl:1][C:2]1[CH:7]=[CH:6][C:5]([O:8][C:10]2[CH:15]=[CH:14][CH:13]=[CH:12][C:11]=2[N+:16]([O-:18])=[O:17])=[CH:4][CH:3]=1.[Cl:19][C:20]1[CH:33]=[CH:32][C:23]([O:24][C:25]2[CH:31]=[CH:30][CH:29]=[CH:28][C:26]=2[NH:27][C:5]([NH:34][C:35]2[S:36][CH:37]=[CH:38][N:39]=2)=[O:8])=[CH:22][CH:21]=1. The yield is 0.710. (2) The reactants are C([O:3][C:4](=[O:24])[CH2:5][C:6]([NH:8][C:9]1[CH:14]=[CH:13][C:12]([NH:15][S:16]([CH3:19])(=[O:18])=[O:17])=[CH:11][C:10]=1[S:20](=[O:23])(=[O:22])[NH2:21])=O)C.Cl. The catalyst is [OH-].[Na+]. The product is [CH3:19][S:16]([NH:15][C:12]1[CH:13]=[CH:14][C:9]2[NH:8][C:6]([CH2:5][C:4]([OH:3])=[O:24])=[N:21][S:20](=[O:23])(=[O:22])[C:10]=2[CH:11]=1)(=[O:18])=[O:17]. The yield is 0.826. (3) The reactants are Br[C:2]1[CH:3]=[C:4]([Cl:23])[C:5]([CH2:8][CH2:9][NH:10][C:11](=[O:22])[C:12]2[CH:17]=[CH:16][CH:15]=[CH:14][C:13]=2[C:18]([F:21])([F:20])[F:19])=[N:6][CH:7]=1.[Cl:24][C:25]1[CH:30]=[CH:29][C:28](B(O)O)=[CH:27][CH:26]=1.C(=O)([O-])[O-].[Cs+].[Cs+]. The catalyst is O1CCOCC1.O. The product is [Cl:23][C:4]1[C:5]([CH2:8][CH2:9][NH:10][C:11](=[O:22])[C:12]2[CH:17]=[CH:16][CH:15]=[CH:14][C:13]=2[C:18]([F:21])([F:20])[F:19])=[N:6][CH:7]=[C:2]([C:28]2[CH:29]=[CH:30][C:25]([Cl:24])=[CH:26][CH:27]=2)[CH:3]=1. The yield is 0.799. (4) The reactants are [CH2:1]([O:3][C:4](=[O:16])[CH2:5][O:6][C:7]1[CH:12]=[CH:11][CH:10]=[CH:9][C:8]=1[CH2:13][CH2:14][CH3:15])[CH3:2].[Cl:17][S:18](O)(=[O:20])=[O:19]. No catalyst specified. The product is [CH2:1]([O:3][C:4](=[O:16])[CH2:5][O:6][C:7]1[CH:12]=[CH:11][C:10]([S:18]([Cl:17])(=[O:20])=[O:19])=[CH:9][C:8]=1[CH2:13][CH2:14][CH3:15])[CH3:2]. The yield is 0.835.